From a dataset of Blood-brain barrier permeability classification from the B3DB database. Regression/Classification. Given a drug SMILES string, predict its absorption, distribution, metabolism, or excretion properties. Task type varies by dataset: regression for continuous measurements (e.g., permeability, clearance, half-life) or binary classification for categorical outcomes (e.g., BBB penetration, CYP inhibition). Dataset: b3db_classification. (1) The compound is COc1ccccc1N1CCN(CCN(C(=O)c2ccc(F)cc2)c2ccccn2)CC1. The result is 1 (penetrates BBB). (2) The compound is COc1ccc([C@@H]2[C@H](S(=O)(=O)c3ccc(Cl)cc3)C2(CO)CO)cc1. The result is 0 (does not penetrate BBB).